This data is from Catalyst prediction with 721,799 reactions and 888 catalyst types from USPTO. The task is: Predict which catalyst facilitates the given reaction. (1) Product: [N:24]1([CH2:23][CH2:22][O:21][C:20]2[CH:19]=[CH:18][C:17]([CH:13]3[C:12]4[CH2:32][O:33][CH2:34][CH2:35][C:11]=4[C:10]4[CH:9]=[CH:8][C:7]([OH:6])=[CH:16][C:15]=4[O:14]3)=[CH:31][CH:30]=2)[CH2:29][CH2:28][CH2:27][CH2:26][CH2:25]1. Reactant: C([Si](C)(C)[O:6][C:7]1[CH:8]=[CH:9][C:10]2[C:11]3[CH2:35][CH2:34][O:33][CH2:32][C:12]=3[CH:13]([C:17]3[CH:31]=[CH:30][C:20]([O:21][CH2:22][CH2:23][N:24]4[CH2:29][CH2:28][CH2:27][CH2:26][CH2:25]4)=[CH:19][CH:18]=3)[O:14][C:15]=2[CH:16]=1)(C)(C)C.C(#N)C.N1C=CC=CC=1.C1C=CN=CC=1.F. The catalyst class is: 13. (2) Reactant: [NH2:1][C:2]1[N:6]([CH2:7][C:8]2[CH:13]=[CH:12][CH:11]=[CH:10][C:9]=2[Cl:14])[N:5]=[N:4][C:3]=1[C:15]([NH2:17])=[O:16].[CH:18]1([C:22](Cl)=[O:23])[CH2:21][CH2:20][CH2:19]1.Cl. Product: [Cl:14][C:9]1[CH:10]=[CH:11][CH:12]=[CH:13][C:8]=1[CH2:7][N:6]1[C:2]([NH:1][C:22]([CH:18]2[CH2:21][CH2:20][CH2:19]2)=[O:23])=[C:3]([C:15]([NH2:17])=[O:16])[N:4]=[N:5]1. The catalyst class is: 17.